This data is from Full USPTO retrosynthesis dataset with 1.9M reactions from patents (1976-2016). The task is: Predict the reactants needed to synthesize the given product. (1) Given the product [Cl:1][C:2]1[CH:3]=[C:4]([CH:12]([CH2:16][CH:17]2[CH2:21][CH2:20][C:19](=[O:22])[CH2:18]2)[C:13]([NH:29][C:30]2[CH:35]=[N:34][CH:33]=[CH:32][N:31]=2)=[O:14])[CH:5]=[CH:6][C:7]=1[S:8]([CH3:11])(=[O:10])=[O:9], predict the reactants needed to synthesize it. The reactants are: [Cl:1][C:2]1[CH:3]=[C:4]([CH:12]([CH2:16][CH:17]2[CH2:21][CH2:20][C:19](=[O:22])[CH2:18]2)[C:13](O)=[O:14])[CH:5]=[CH:6][C:7]=1[S:8]([CH3:11])(=[O:10])=[O:9].C(Cl)(=O)C(Cl)=O.[NH2:29][C:30]1[CH:35]=[N:34][CH:33]=[CH:32][N:31]=1.N1C=CC=CC=1. (2) Given the product [ClH:30].[CH2:1]([O:8][C:9]1[CH:14]=[CH:13][N:12]([C:15]2[CH:20]=[CH:19][C:18]3[C:21]4[CH2:27][CH2:26][NH:25][CH2:24][CH2:23][C:22]=4[O:28][C:17]=3[CH:16]=2)[C:11](=[O:29])[CH:10]=1)[C:2]1[CH:3]=[CH:4][CH:5]=[CH:6][CH:7]=1, predict the reactants needed to synthesize it. The reactants are: [CH2:1]([O:8][C:9]1[CH:14]=[CH:13][N:12]([C:15]2[CH:20]=[CH:19][C:18]3[C:21]4[CH2:27][CH2:26][NH:25][CH2:24][CH2:23][C:22]=4[O:28][C:17]=3[CH:16]=2)[C:11](=[O:29])[CH:10]=1)[C:2]1[CH:7]=[CH:6][CH:5]=[CH:4][CH:3]=1.[ClH:30].CCOCC.